Dataset: Full USPTO retrosynthesis dataset with 1.9M reactions from patents (1976-2016). Task: Predict the reactants needed to synthesize the given product. (1) Given the product [Cl:11][C:9]1[CH:8]=[CH:7][N:6]=[C:5]2[NH:4][C:3](=[O:12])[CH2:2][C:10]=12, predict the reactants needed to synthesize it. The reactants are: Br[C:2]1(Br)[C:10]2[C:5](=[N:6][CH:7]=[CH:8][C:9]=2[Cl:11])[NH:4][C:3]1=[O:12]. (2) Given the product [CH:1]1([CH:4]([C:11]2[CH:16]=[C:15]([OH:17])[N:14]=[CH:13][N:12]=2)[CH2:5][C:6]([O:8][CH2:9][CH3:10])=[O:7])[CH2:3][CH2:2]1, predict the reactants needed to synthesize it. The reactants are: [CH:1]1([CH:4]([C:11]2[CH:16]=[C:15]([O:17]C)[N:14]=[CH:13][N:12]=2)[CH2:5][C:6]([O:8][CH2:9][CH3:10])=[O:7])[CH2:3][CH2:2]1.[Cl-].[NH+]1C=CC=CC=1.C(=O)([O-])O.[Na+]. (3) Given the product [Cl:25][C:21]1[CH:20]=[C:19]([C@H:15]2[C@@H:16]([CH3:17])[N:29]([CH2:28][C:27]([F:31])([F:30])[F:26])[C:10](=[O:12])[C@@H:9]([NH:8][C:6](=[O:7])[O:5][C:1]([CH3:2])([CH3:3])[CH3:4])[CH2:14]2)[CH:24]=[CH:23][CH:22]=1, predict the reactants needed to synthesize it. The reactants are: [C:1]([O:5][C:6]([NH:8][CH:9]([CH2:14][CH:15]([C:19]1[CH:24]=[CH:23][CH:22]=[C:21]([Cl:25])[CH:20]=1)[C:16](=O)[CH3:17])[C:10]([O:12]C)=O)=[O:7])([CH3:4])([CH3:3])[CH3:2].[F:26][C:27]([F:31])([F:30])[CH2:28][NH2:29].C(O)(=O)C.C(O[BH-](OC(=O)C)OC(=O)C)(=O)C.[Na+].C(=O)([O-])[O-].[K+].[K+]. (4) Given the product [CH:1]([C@H:14]1[C@@H:19]([OH:20])[CH:18]2[CH2:17][CH2:16][N:15]1[CH2:22][CH2:21]2)([C:2]1[CH:7]=[CH:6][CH:5]=[CH:4][CH:3]=1)[C:8]1[CH:13]=[CH:12][CH:11]=[CH:10][CH:9]=1, predict the reactants needed to synthesize it. The reactants are: [CH:1]([CH:14]1[C:19](=[O:20])[CH:18]2[CH2:21][CH2:22][N:15]1[CH2:16][CH2:17]2)([C:8]1[CH:13]=[CH:12][CH:11]=[CH:10][CH:9]=1)[C:2]1[CH:7]=[CH:6][CH:5]=[CH:4][CH:3]=1.CC(C)([O-])C.[K+].[H][H]. (5) The reactants are: [Cl:1][C:2]1[N:7]=[CH:6][C:5]([NH2:8])=[CH:4][CH:3]=1.Br[C:10]1[CH:18]=[CH:17][C:16]([CH3:19])=[CH:15][C:11]=1[C:12]([OH:14])=[O:13].C([O-])([O-])=O.[K+].[K+].O. Given the product [Cl:1][C:2]1[N:7]=[CH:6][C:5]([NH:8][C:10]2[CH:18]=[CH:17][C:16]([CH3:19])=[CH:15][C:11]=2[C:12]([OH:14])=[O:13])=[CH:4][CH:3]=1, predict the reactants needed to synthesize it. (6) The reactants are: [CH2:1]([O:8][C:9]1[CH:10]=[C:11]2[C:16](=[CH:17][CH:18]=1)[C:15](=[O:19])[N:14]([CH2:20][CH:21]([CH3:23])[CH3:22])[C:13]([C:24](O)=[O:25])=[C:12]2[C:27]1[CH:32]=[CH:31][C:30]([Cl:33])=[CH:29][CH:28]=1)[C:2]1[CH:7]=[CH:6][CH:5]=[CH:4][CH:3]=1.C(Cl)(=O)C(Cl)=O.[BH4-].[Na+].Cl. Given the product [CH2:1]([O:8][C:9]1[CH:10]=[C:11]2[C:16](=[CH:17][CH:18]=1)[C:15](=[O:19])[N:14]([CH2:20][CH:21]([CH3:22])[CH3:23])[C:13]([CH2:24][OH:25])=[C:12]2[C:27]1[CH:28]=[CH:29][C:30]([Cl:33])=[CH:31][CH:32]=1)[C:2]1[CH:3]=[CH:4][CH:5]=[CH:6][CH:7]=1, predict the reactants needed to synthesize it. (7) Given the product [C:1]([N:4]1[C:13]2[C:8](=[CH:9][C:10]([C:14]([NH:15][CH2:16][CH3:17])=[O:18])=[CH:11][CH:12]=2)[C@H:7]([NH2:19])[C@@H:6]([CH3:30])[C@@H:5]1[CH3:31])(=[O:3])[CH3:2], predict the reactants needed to synthesize it. The reactants are: [C:1]([N:4]1[C:13]2[C:8](=[CH:9][C:10]([C:14](=[O:18])[NH:15][CH2:16][CH3:17])=[CH:11][CH:12]=2)[C@H:7]([NH:19]C(=O)OCC2C=CC=CC=2)[C@@H:6]([CH3:30])[C@@H:5]1[CH3:31])(=[O:3])[CH3:2]. (8) Given the product [CH3:1][O:2][C:3]1[CH:31]=[C:30]([O:32][CH3:33])[CH:29]=[CH:28][C:4]=1[CH2:5][N:6]1[CH2:13][C@H:12]2[N:15]([C:18]3[CH:27]=[CH:26][C:25]4[C:20](=[CH:21][CH:22]=[CH:23][CH:24]=4)[CH:19]=3)[CH2:16][C@@H:7]1[CH2:8][CH:9]=[CH:10][CH2:11]2, predict the reactants needed to synthesize it. The reactants are: [CH3:1][O:2][C:3]1[CH:31]=[C:30]([O:32][CH3:33])[CH:29]=[CH:28][C:4]=1[CH2:5][N:6]1[C:13](=O)[C@H:12]2[N:15]([C:18]3[CH:27]=[CH:26][C:25]4[C:20](=[CH:21][CH:22]=[CH:23][CH:24]=4)[CH:19]=3)[C:16](=O)[C@@H:7]1[CH2:8][CH:9]=[CH:10][CH2:11]2.CC(C[AlH]CC(C)C)C. (9) Given the product [ClH:1].[Cl:1][C:2]1[CH:3]=[C:4]([CH:7]=[C:8]([Cl:12])[C:9]=1[O:10][CH3:11])[CH2:5][C:19]1[C:28]2[C:23](=[C:24]([OH:32])[C:25]([O:29][CH2:30][CH3:31])=[CH:26][CH:27]=2)[CH:22]=[N:21][CH:20]=1, predict the reactants needed to synthesize it. The reactants are: [Cl:1][C:2]1[CH:3]=[C:4]([CH:7]=[C:8]([Cl:12])[C:9]=1[O:10][CH3:11])[CH:5]=O.Cl.CO.C(O[CH:19](OCC)[CH2:20][NH:21][CH2:22][C:23]1[CH:28]=[CH:27][CH:26]=[C:25]([O:29][CH2:30][CH3:31])[C:24]=1[OH:32])C. (10) Given the product [CH3:1][C:2]1[C:3]([CH3:12])([CH3:11])[C:4]2[C:5]([N:10]=1)=[N+:6]([CH2:14][CH2:13][CH2:19][S:16]([O-:18])(=[O:17])=[O:15])[CH:7]=[CH:8][CH:9]=2, predict the reactants needed to synthesize it. The reactants are: [CH3:1][C:2]1[C:3]([CH3:12])([CH3:11])[C:4]2[C:5]([N:10]=1)=[N:6][CH:7]=[CH:8][CH:9]=2.[CH2:13]1[CH2:19][S:16](=[O:18])(=[O:17])[O:15][CH2:14]1.